Dataset: Reaction yield outcomes from USPTO patents with 853,638 reactions. Task: Predict the reaction yield, written as a fraction of the theoretical maximum amount of product (1.0 means a 100% yield; for example, 0.34 means a 34% yield). (1) The reactants are Br[C:2]1[CH:3]=[C:4]([C:7]([O:9][CH3:10])=[O:8])[O:5][CH:6]=1.C([O-])([O-])=O.[Na+].[Na+].[CH2:17]([N:19]1[C:23](B2OC(C)(C)C(C)(C)O2)=[C:22]([CH3:33])[CH:21]=[N:20]1)[CH3:18]. The catalyst is C1COCC1.C1C=CC(P(C2C=CC=CC=2)[C-]2C=CC=C2)=CC=1.C1C=CC(P(C2C=CC=CC=2)[C-]2C=CC=C2)=CC=1.Cl[Pd]Cl.[Fe+2]. The product is [CH2:17]([N:19]1[C:23]([C:2]2[CH:3]=[C:4]([C:7]([O:9][CH3:10])=[O:8])[O:5][CH:6]=2)=[C:22]([CH3:33])[CH:21]=[N:20]1)[CH3:18]. The yield is 0.760. (2) No catalyst specified. The yield is 0.790. The product is [F:1][CH:2]([F:18])[C:3]1[N:21]2[N:22]=[CH:23][C:24]([C:25]3[CH:30]=[CH:29][N:28]=[C:27]([CH3:31])[CH:26]=3)=[C:20]2[N:19]=[C:5]([C:7]2[CH:12]=[CH:11][C:10]([C:13]([F:16])([F:15])[F:14])=[CH:9][CH:8]=2)[CH:4]=1. The reactants are [F:1][CH:2]([F:18])[C:3](=O)[CH2:4][C:5]([C:7]1[CH:12]=[CH:11][C:10]([C:13]([F:16])([F:15])[F:14])=[CH:9][CH:8]=1)=O.[NH2:19][C:20]1[C:24]([C:25]2[CH:30]=[CH:29][N:28]=[C:27]([CH3:31])[CH:26]=2)=[CH:23][NH:22][N:21]=1. (3) The reactants are [Cl:1][C:2]1[CH:17]=[CH:16][C:5]([O:6][C:7]2[CH:8]=[C:9]([CH:13]=[CH:14][CH:15]=2)[C:10](O)=[O:11])=[C:4]([N+:18]([O-:20])=[O:19])[CH:3]=1.C(Cl)(=O)C([Cl:24])=O. The yield is 0.940. The catalyst is CN(C=O)C. The product is [Cl:1][C:2]1[CH:17]=[CH:16][C:5]([O:6][C:7]2[CH:8]=[C:9]([CH:13]=[CH:14][CH:15]=2)[C:10]([Cl:24])=[O:11])=[C:4]([N+:18]([O-:20])=[O:19])[CH:3]=1.